Dataset: Catalyst prediction with 721,799 reactions and 888 catalyst types from USPTO. Task: Predict which catalyst facilitates the given reaction. (1) Reactant: [OH-].[Na+].[N:3]1[C:7]2[CH:8]=[CH:9][CH:10]=[CH:11][C:6]=2[NH:5][C:4]=1[CH2:12][NH:13][C:14]([C:16]1[CH:17]=[CH:18][C:19]2[NH:25][C@@H:24]([CH2:26][C:27]([O:29]C)=[O:28])[C:23](=[O:31])[N:22]([CH3:32])[CH2:21][C:20]=2[CH:33]=1)=[O:15].CO. Product: [N:3]1[C:7]2[CH:8]=[CH:9][CH:10]=[CH:11][C:6]=2[NH:5][C:4]=1[CH2:12][NH:13][C:14]([C:16]1[CH:17]=[CH:18][C:19]2[NH:25][C@@H:24]([CH2:26][C:27]([OH:29])=[O:28])[C:23](=[O:31])[N:22]([CH3:32])[CH2:21][C:20]=2[CH:33]=1)=[O:15]. The catalyst class is: 6. (2) Reactant: C(OC(=O)[NH:10][CH2:11][CH2:12][O:13][CH2:14][CH2:15][N:16]1[CH2:20][CH2:19][CH2:18][CH2:17]1)C1C=CC=CC=1. Product: [N:16]1([CH2:15][CH2:14][O:13][CH2:12][CH2:11][NH2:10])[CH2:20][CH2:19][CH2:18][CH2:17]1. The catalyst class is: 19. (3) Reactant: [Cl:1][C:2]1[CH:10]=[C:9]2[C:5]([C:6]([C:11](=[O:16])[C:12]([F:15])([F:14])[F:13])=[CH:7][NH:8]2)=[CH:4][CH:3]=1.[C:17](O[C:17]([O:19][C:20]([CH3:23])([CH3:22])[CH3:21])=[O:18])([O:19][C:20]([CH3:23])([CH3:22])[CH3:21])=[O:18]. Product: [Cl:1][C:2]1[CH:10]=[C:9]2[C:5]([C:6]([C:11](=[O:16])[C:12]([F:13])([F:14])[F:15])=[CH:7][N:8]2[C:17]([O:19][C:20]([CH3:23])([CH3:22])[CH3:21])=[O:18])=[CH:4][CH:3]=1. The catalyst class is: 119. (4) Reactant: Br[Mg][C:3]1[CH:11]=[CH:10][C:6]2[CH2:7][CH2:8][O:9][C:5]=2[CH:4]=1.[C:12](OC(=O)C)(=[O:14])[CH3:13]. Product: [O:9]1[C:5]2[CH:4]=[C:3]([C:12](=[O:14])[CH3:13])[CH:11]=[CH:10][C:6]=2[CH2:7][CH2:8]1. The catalyst class is: 116. (5) Reactant: [O:1]=[C:2]([CH2:8][CH3:9])[CH2:3][C:4]([O:6]C)=O.[CH2:10]([NH:14][CH2:15][CH2:16][CH2:17][CH3:18])[CH2:11][CH2:12][CH3:13]. Product: [CH2:10]([N:14]([CH2:15][CH2:16][CH2:17][CH3:18])[C:4](=[O:6])[CH2:3][C:2](=[O:1])[CH2:8][CH3:9])[CH2:11][CH2:12][CH3:13]. The catalyst class is: 5. (6) Product: [NH2:1][C:11]1[C:10]2[C:9](=[CH:16][C:15]([F:17])=[CH:14][CH:13]=2)[C:4]([C:2]#[N:3])=[CH:5][N:12]=1. The catalyst class is: 5. Reactant: [NH3:1].[C:2]([C:4]([C:9]1[CH:16]=[C:15]([F:17])[CH:14]=[CH:13][C:10]=1[C:11]#[N:12])=[CH:5]OCC)#[N:3]. (7) Reactant: [NH:1]([C:3]1[CH:11]=[CH:10][C:6]([C:7]([OH:9])=[O:8])=[CH:5][CH:4]=1)[NH2:2].[F:12][C:13]1[CH:20]=[CH:19][C:18]([I:21])=[CH:17][C:14]=1[CH:15]=O.C(=O)([O-])[O-].[Cs+].[Cs+].Cl. Product: [F:12][C:13]1[CH:20]=[CH:19][C:18]([I:21])=[CH:17][C:14]=1[CH:15]=[N:2][NH:1][C:3]1[CH:4]=[CH:5][C:6]([C:7]([OH:9])=[O:8])=[CH:10][CH:11]=1. The catalyst class is: 18. (8) Reactant: O[CH2:2][CH2:3][O:4][CH:5]1[CH2:8][N:7]([C:9]([O:11][C:12]([CH3:15])([CH3:14])[CH3:13])=[O:10])[CH2:6]1.[I:16]I.N1C=CN=C1.C1C=CC(P(C2C=CC=CC=2)C2C=CC=CC=2)=CC=1. Product: [I:16][CH2:2][CH2:3][O:4][CH:5]1[CH2:8][N:7]([C:9]([O:11][C:12]([CH3:15])([CH3:14])[CH3:13])=[O:10])[CH2:6]1. The catalyst class is: 2. (9) Reactant: [H-].[H-].[H-].[H-].[Li+].[Al+3].[CH3:7][C:8]([C:12]1[CH:17]=[CH:16][CH:15]=[CH:14][CH:13]=1)([CH3:11])[C:9]#[N:10]. Product: [CH3:11][C:8]([C:12]1[CH:17]=[CH:16][CH:15]=[CH:14][CH:13]=1)([CH3:7])[CH2:9][NH2:10]. The catalyst class is: 28.